Dataset: Full USPTO retrosynthesis dataset with 1.9M reactions from patents (1976-2016). Task: Predict the reactants needed to synthesize the given product. (1) The reactants are: C(OC([NH:8][CH2:9][C:10]1[CH:15]=[CH:14][C:13]([CH2:16][NH:17][S:18]([C:21]2[CH:30]=[CH:29][CH:28]=[C:27]3[C:22]=2[CH:23]=[CH:24][N:25]=[CH:26]3)(=[O:20])=[O:19])=[CH:12][CH:11]=1)=O)(C)(C)C.Cl. Given the product [CH:26]1[C:27]2[C:22](=[C:21]([S:18]([NH:17][CH2:16][C:13]3[CH:14]=[CH:15][C:10]([CH2:9][NH2:8])=[CH:11][CH:12]=3)(=[O:19])=[O:20])[CH:30]=[CH:29][CH:28]=2)[CH:23]=[CH:24][N:25]=1, predict the reactants needed to synthesize it. (2) Given the product [F:32][C:29]1[CH:30]=[CH:31][C:25]2[N:24]=[C:23]([C:18]3[C:17]4[C:16]5[C:11](=[CH:12][CH:13]=[CH:14][CH:15]=5)[N:10]([C:8]5[CH:9]=[CH:2][C:3]([C:4]([NH2:5])=[O:44])=[C:6]([NH:43][CH2:42][CH2:41][F:40])[CH:7]=5)[C:22]=4[CH:21]=[CH:20][CH:19]=3)[NH:27][C:26]=2[CH:28]=1, predict the reactants needed to synthesize it. The reactants are: F[C:2]1[CH:9]=[C:8]([N:10]2[C:22]3[CH:21]=[CH:20][CH:19]=[C:18]([C:23]4[NH:27][C:26]5[CH:28]=[C:29]([F:32])[CH:30]=[CH:31][C:25]=5[N:24]=4)[C:17]=3[C:16]3[C:11]2=[CH:12][CH:13]=[CH:14][CH:15]=3)[CH:7]=[CH:6][C:3]=1[C:4]#[N:5].C(=O)([O-])[O-].[K+].[K+].Cl.[F:40][CH2:41][CH2:42][NH2:43].[OH-:44].[Na+].OO. (3) Given the product [CH2:20]([O:19][C:17]([N:13]1[CH2:14][C@H:10]([OH:9])[C@@H:11]([CH2:15][OH:16])[CH2:12]1)=[O:18])[C:21]1[CH:26]=[CH:25][CH:24]=[CH:23][CH:22]=1, predict the reactants needed to synthesize it. The reactants are: [OH-].[Na+].O1CCOCC1.[OH:9][C@H:10]1[CH2:14][NH:13][CH2:12][C@@H:11]1[CH2:15][OH:16].[C:17](Cl)([O:19][CH2:20][C:21]1[CH:26]=[CH:25][CH:24]=[CH:23][CH:22]=1)=[O:18]. (4) Given the product [CH3:11][S:8]([C:7]1[CH:6]=[CH:5][CH:4]=[C:3]([CH:12]2[CH2:17][CH2:16][N:15]([CH2:18][CH2:19][CH3:20])[CH2:14][CH2:13]2)[C:2]=1[C:21]#[N:22])(=[O:10])=[O:9], predict the reactants needed to synthesize it. The reactants are: F[C:2]1[C:7]([S:8]([CH3:11])(=[O:10])=[O:9])=[CH:6][CH:5]=[CH:4][C:3]=1[CH:12]1[CH2:17][CH2:16][N:15]([CH2:18][CH2:19][CH3:20])[CH2:14][CH2:13]1.[C-:21]#[N:22].[Na+].C1OCCOCCOCCOCCOCCOC1.Cl. (5) Given the product [CH2:16]([NH:15][C:11]1([CH3:14])[CH2:12][CH2:13][N:8]([C:6]([O:5][C:1]([CH3:4])([CH3:2])[CH3:3])=[O:7])[CH2:9][CH2:10]1)[CH3:17], predict the reactants needed to synthesize it. The reactants are: [C:1]([O:5][C:6]([N:8]1[CH2:13][CH2:12][C:11]([NH2:15])([CH3:14])[CH2:10][CH2:9]1)=[O:7])([CH3:4])([CH3:3])[CH3:2].[CH:16](=O)[CH3:17].C(O[BH-](OC(=O)C)OC(=O)C)(=O)C.[Na+]. (6) Given the product [F:1][C:2]1[CH:9]=[CH:8][CH:7]=[CH:6][C:3]=1[CH2:4][N:10]1[CH2:14][CH2:13][CH:12]([O:15][C:16]([N:18]2[CH2:23][CH2:22][CH:21]([O:24][C:25]3[CH:30]=[C:29]([N:31]4[C:39]5[C:34](=[CH:35][C:36]([S:40]([CH3:43])(=[O:42])=[O:41])=[CH:37][CH:38]=5)[CH2:33][CH2:32]4)[N:28]=[CH:27][N:26]=3)[CH2:20][CH2:19]2)=[O:17])[CH2:11]1, predict the reactants needed to synthesize it. The reactants are: [F:1][C:2]1[CH:9]=[CH:8][CH:7]=[CH:6][C:3]=1[CH:4]=O.[NH:10]1[CH2:14][CH2:13][CH:12]([O:15][C:16]([N:18]2[CH2:23][CH2:22][CH:21]([O:24][C:25]3[CH:30]=[C:29]([N:31]4[C:39]5[C:34](=[CH:35][C:36]([S:40]([CH3:43])(=[O:42])=[O:41])=[CH:37][CH:38]=5)[CH2:33][CH2:32]4)[N:28]=[CH:27][N:26]=3)[CH2:20][CH2:19]2)=[O:17])[CH2:11]1.[BH-](OC(C)=O)(OC(C)=O)OC(C)=O.[Na+]. (7) Given the product [C:1]([O:5][C:6]([NH:8][C@H:9]([C:26]([OH:28])=[O:27])[CH2:10][CH2:11][CH2:12][CH2:13][NH:14][C:15](=[O:25])[CH2:16][O:17][CH2:18][CH2:19][O:20][CH2:21][CH2:22][O:23][CH3:24])=[O:7])([CH3:4])([CH3:2])[CH3:3], predict the reactants needed to synthesize it. The reactants are: [C:1]([O:5][C:6]([NH:8][C@H:9]([C:26]([O:28]C)=[O:27])[CH2:10][CH2:11][CH2:12][CH2:13][NH:14][C:15](=[O:25])[CH2:16][O:17][CH2:18][CH2:19][O:20][CH2:21][CH2:22][O:23][CH3:24])=[O:7])([CH3:4])([CH3:3])[CH3:2].O.[Li+].[OH-].